This data is from Full USPTO retrosynthesis dataset with 1.9M reactions from patents (1976-2016). The task is: Predict the reactants needed to synthesize the given product. (1) Given the product [CH3:13][C:7]1[CH:8]=[CH:9][CH:10]=[C:11]2[C:6]=1[NH:5][C:4](=[O:14])[C:3]([N:19]1[CH2:20][CH2:21][N:16]([CH3:15])[CH2:17][CH2:18]1)=[N:12]2, predict the reactants needed to synthesize it. The reactants are: CO[C:3]1[C:4](=[O:14])[NH:5][C:6]2[C:11]([N:12]=1)=[CH:10][CH:9]=[CH:8][C:7]=2[CH3:13].[CH3:15][N:16]1[CH2:21][CH2:20][NH:19][CH2:18][CH2:17]1.OC1C=CC=CN=1. (2) Given the product [F:1][C:2]1[CH:9]=[CH:8][C:5]([CH2:6][NH2:7])=[C:4]([S:10][CH3:11])[CH:3]=1, predict the reactants needed to synthesize it. The reactants are: [F:1][C:2]1[CH:9]=[CH:8][C:5]([C:6]#[N:7])=[C:4]([S:10][CH3:11])[CH:3]=1.CO.Cl.O.